This data is from Catalyst prediction with 721,799 reactions and 888 catalyst types from USPTO. The task is: Predict which catalyst facilitates the given reaction. (1) Reactant: [Br:1][C:2]1[CH:7]=[CH:6][C:5]([C:8]#[CH:9])=[CH:4][CH:3]=1.C[Si]([N:14]=[N+:15]=[N-:16])(C)C.O=C1O[C@H]([C@H](CO)O)C([O-])=C1O.[Na+]. Product: [Br:1][C:2]1[CH:7]=[CH:6][C:5]([C:8]2[N:14]=[N:15][NH:16][CH:9]=2)=[CH:4][CH:3]=1. The catalyst class is: 664. (2) Reactant: [NH:1]1[CH2:6][CH2:5][CH2:4][C@@H:3]([NH:7][C:8](=[O:14])[O:9][C:10]([CH3:13])([CH3:12])[CH3:11])[CH2:2]1.[CH2:15]([O:17][C:18]1[C:19](F)=[C:20]2[C:26]([NH:27][C:28]([CH:30]3[CH2:32][CH2:31]3)=[O:29])=[CH:25][NH:24][C:21]2=[N:22][CH:23]=1)[CH3:16]. Product: [CH:30]1([C:28]([NH:27][C:26]2[C:20]3[C:21](=[N:22][CH:23]=[C:18]([O:17][CH2:15][CH3:16])[C:19]=3[N:1]3[CH2:6][CH2:5][CH2:4][C@@H:3]([NH:7][C:8](=[O:14])[O:9][C:10]([CH3:11])([CH3:13])[CH3:12])[CH2:2]3)[NH:24][CH:25]=2)=[O:29])[CH2:31][CH2:32]1. The catalyst class is: 51.